From a dataset of Full USPTO retrosynthesis dataset with 1.9M reactions from patents (1976-2016). Predict the reactants needed to synthesize the given product. (1) The reactants are: [NH:1]1[CH2:7][CH:6]([CH2:8][OH:9])[CH2:5][NH:4][CH2:3][CH2:2]1.[CH2:10]([N:17]1[C:25]2[C:24](=[O:26])[N:23]([CH3:27])[C:22](=[O:28])[N:21]([CH3:29])[C:20]=2[N:19]=[C:18]1Cl)[C:11]1[CH:16]=[CH:15][CH:14]=[CH:13][CH:12]=1.C(=O)([O-])[O-].[K+].[K+]. Given the product [CH2:10]([N:17]1[C:25]2[C:24](=[O:26])[N:23]([CH3:27])[C:22](=[O:28])[N:21]([CH3:29])[C:20]=2[N:19]=[C:18]1[N:1]1[CH2:7][CH:6]([CH2:8][OH:9])[CH2:5][NH:4][CH2:3][CH2:2]1)[C:11]1[CH:16]=[CH:15][CH:14]=[CH:13][CH:12]=1, predict the reactants needed to synthesize it. (2) Given the product [C:8]([O:7][C:6](=[O:12])[N:5]([CH2:20][C:21]1[O:22][C:23]2[CH:29]=[C:28]([C:30]3[C:38]4[C:33](=[CH:34][C:35]([F:39])=[CH:36][CH:37]=4)[N:32]([S:40]([C:43]4[CH:44]=[CH:45][CH:46]=[CH:47][CH:48]=4)(=[O:42])=[O:41])[CH:31]=3)[CH:27]=[CH:26][C:24]=2[N:25]=1)[S:2]([CH3:1])(=[O:4])=[O:3])([CH3:9])([CH3:11])[CH3:10], predict the reactants needed to synthesize it. The reactants are: [CH3:1][S:2]([NH:5][C:6](=[O:12])[O:7][C:8]([CH3:11])([CH3:10])[CH3:9])(=[O:4])=[O:3].C([O-])([O-])=O.[K+].[K+].Cl[CH2:20][C:21]1[O:22][C:23]2[CH:29]=[C:28]([C:30]3[C:38]4[C:33](=[CH:34][C:35]([F:39])=[CH:36][CH:37]=4)[N:32]([S:40]([C:43]4[CH:48]=[CH:47][CH:46]=[CH:45][CH:44]=4)(=[O:42])=[O:41])[CH:31]=3)[CH:27]=[CH:26][C:24]=2[N:25]=1. (3) Given the product [O:5]=[C:6]([N:31]1[CH2:36][CH2:35][N:34]([C:37](=[O:48])[C:38]2[CH:43]=[CH:42][CH:41]=[CH:40][C:39]=2[C:44]([F:46])([F:47])[F:45])[CH2:33][CH2:32]1)[CH2:7][NH:8][C:9]([C:11]1[CH:16]=[CH:15][C:14]([C:17]2[CH:22]=[CH:21][CH:20]=[CH:19][C:18]=2[OH:23])=[CH:13][CH:12]=1)=[O:10], predict the reactants needed to synthesize it. The reactants are: C([O-])=O.[NH4+].[O:5]=[C:6]([N:31]1[CH2:36][CH2:35][N:34]([C:37](=[O:48])[C:38]2[CH:43]=[CH:42][CH:41]=[CH:40][C:39]=2[C:44]([F:47])([F:46])[F:45])[CH2:33][CH2:32]1)[CH2:7][NH:8][C:9]([C:11]1[CH:16]=[CH:15][C:14]([C:17]2[CH:22]=[CH:21][CH:20]=[CH:19][C:18]=2[O:23]CC2C=CC=CC=2)=[CH:13][CH:12]=1)=[O:10].